From a dataset of Full USPTO retrosynthesis dataset with 1.9M reactions from patents (1976-2016). Predict the reactants needed to synthesize the given product. Given the product [NH2:25][C:29]1[C:38]2[CH2:37][CH2:36][CH2:35][CH2:34][C:33]=2[C:32]([N+:39]([O-:41])=[O:40])=[CH:31][CH:30]=1, predict the reactants needed to synthesize it. The reactants are: N(C1C2CCCCC=2C=CC=1)C(C)=O.C(NC1C=CC=CC=1)(=O)C.[NH:25]([C:29]1[C:38]2[CH2:37][CH2:36][CH2:35][CH2:34][C:33]=2[C:32]([N+:39]([O-:41])=[O:40])=[CH:31][CH:30]=1)C(C)=O.